This data is from Reaction yield outcomes from USPTO patents with 853,638 reactions. The task is: Predict the reaction yield, written as a fraction of the theoretical maximum amount of product (1.0 means a 100% yield; for example, 0.34 means a 34% yield). The reactants are [NH2:1][C:2]1[S:10][C:9]2[CH2:8][CH2:7][N:6]([C:11]([O:13][C:14]([CH3:17])([CH3:16])[CH3:15])=[O:12])[CH2:5][C:4]=2[C:3]=1[C:18]([O:20]CC)=O.C(O)(=O)C.[CH:27](N)=[NH:28]. The catalyst is CN(C=O)C. The product is [O:20]=[C:18]1[NH:28][CH:27]=[N:1][C:2]2[S:10][C:9]3[CH2:8][CH2:7][N:6]([C:11]([O:13][C:14]([CH3:15])([CH3:16])[CH3:17])=[O:12])[CH2:5][C:4]=3[C:3]1=2. The yield is 0.560.